This data is from Experimentally validated miRNA-target interactions with 360,000+ pairs, plus equal number of negative samples. The task is: Binary Classification. Given a miRNA mature sequence and a target amino acid sequence, predict their likelihood of interaction. (1) The miRNA is hsa-miR-495-3p with sequence AAACAAACAUGGUGCACUUCUU. The protein sequence of the target gene is MEVYIPSFRYEESDLERGYTVFKIEVLMNGRKHFVEKRYSEFHALHKKLKKCIKTPEIPSKHVRNWVPKVLEQRRQGLETYLQAVILENEELPKLFLDFLNVRHLPSLPKAESCGSFDETESEESSKLSHQPVLLFLRDPYVLPAASDFPNVVIEGVLHGIFYPHLQPR. Result: 1 (interaction). (2) The miRNA is hsa-miR-124-3p with sequence UAAGGCACGCGGUGAAUGCCAA. The protein sequence of the target gene is MDLRQFLMCLSLCTAFALSKPTEKKDRVHHEPQLSDKVHNDAQSFDYDHDAFLGAEEAKTFDQLTPEESKERLGKIVSKIDGDKDGFVTVDELKDWIKFAQKRWIYEDVERQWKGHDLNEDGLVSWEEYKNATYGYVLDDPDPDDGFNYKQMMVRDERRFKMADKDGDLIATKEEFTAFLHPEEYDYMKDIVVQETMEDIDKNADGFIDLEEYIGDMYSHDGNTDEPEWVKTEREQFVEFRDKNRDGKMDKEETKDWILPSDYDHAEAEARHLVYESDQNKDGKLTKEEIVDKYDLFVGS.... Result: 1 (interaction). (3) The protein sequence of the target gene is MFHVSFRYIFGIPPLILVLLPVTSSECHIKDKEGKAYESVLMISIDELDKMTGTDSNCPNNEPNFFRKHVCDDTKEAAFLNRAARKLKQFLKMNISEEFNVHLLTVSQGTQTLVNCTSKEEKNVKEQKKNDACFLKRLLREIKTCWNKILKGSI. Result: 0 (no interaction). The miRNA is hsa-miR-6729-5p with sequence UGGGCGAGGGCGGCUGAGCGGC. (4) The miRNA is mmu-miR-298-5p with sequence GGCAGAGGAGGGCUGUUCUUCCC. The protein sequence of the target gene is MSNAMYNKMWHQTQEALGALLDKEPQKMIEPQRNQVFIFQTLATFYVKYVQIFRNLENVYDQFVHPQKRILIRKVLDGVMGRILELKNEMVELELTEFHYFDDILQDLKLAPQQLDIPIPKYFLKEKLEVIKGREKILAQILADSGIDTSDMKYPVKSIPFDEAVKLIQIAERARQGRLRALFMKQIYLQEYRAKQSKMLGKKVTDTWAAALRIQKVWRRFHQRKETEKLREEEMIFLGMNPPPLFNEVSATVIQAEKVDRLRNEVQIKHEEDYREALVTIKNDLKLIEGVDIKENLQDQ.... Result: 0 (no interaction). (5) The miRNA is hsa-miR-1207-5p with sequence UGGCAGGGAGGCUGGGAGGGG. The protein sequence of the target gene is MEHGSIITQARREDALVLTKQGLVSKSSPKKPRGRNIFKALFCCFRAQHVGQSSSSTELAAYKEEANTIAKSDLLQCLQYQFYQIPGTCLLPEVTEEDQGRICVVIDLDETLVHSSFKPINNADFIVPIEIEGTTHQVYVLKRPYVDEFLRRMGELFECVLFTASLAKYADPVTDLLDRCGVFRARLFRESCVFHQGCYVKDLSRLGRDLRKTLILDNSPASYIFHPENAVPVQSWFDDMADTELLNLIPIFEELSGAEDVYTSLGQLRAP. Result: 1 (interaction). (6) The miRNA is hsa-miR-215-3p with sequence UCUGUCAUUUCUUUAGGCCAAUA. The protein sequence of the target gene is MAAVRMLRTWSRNAGKLICVRYFQTCGNVHVLKPNYVCFFGYPSFKYSHPHHFLKTTAALRGQVVQFKLSDIGEGIREVTVKEWYVKEGDTVSQFDSICEVQSDKASVTITSRYDGVIKKLYYNLDDIAYVGKPLVDIETEALKDSEEDVVETPAVSHDEHTHQEIKGRKTLATPAVRRLAMENNIKLSEVVGSGKDGRILKEDILNYLEKQTGAILPPSPKVEIMPPPPKPKDMTVPILVSKPPVFTGKDKTEPIKGFQKAMVKTMSAALKIPHFGYCDEIDLTELVKLREELKPIAFA.... Result: 1 (interaction).